Dataset: Reaction yield outcomes from USPTO patents with 853,638 reactions. Task: Predict the reaction yield, written as a fraction of the theoretical maximum amount of product (1.0 means a 100% yield; for example, 0.34 means a 34% yield). (1) The reactants are [H-].[Al+3].[Li+].[H-].[H-].[H-].[CH3:7][C:8]1([CH3:33])[C:17]2[C:12]3=[C:13]([N:18]([CH2:21][C:22]4[N:23]=[N:24][N:25]([CH2:27][C:28](OCC)=[O:29])[CH:26]=4)[C:19](=[O:20])[N:11]3[CH2:10][CH2:9]1)[CH:14]=[CH:15][CH:16]=2. The catalyst is C1COCC1. The product is [OH:29][CH2:28][CH2:27][N:25]1[CH:26]=[C:22]([CH2:21][N:18]2[C:13]3=[C:12]4[C:17](=[CH:16][CH:15]=[CH:14]3)[C:8]([CH3:7])([CH3:33])[CH2:9][CH2:10][N:11]4[C:19]2=[O:20])[N:23]=[N:24]1. The yield is 0.650. (2) The reactants are [ClH:1].NC(=O)[C@@H]([NH:11][C:12](=[O:32])[CH2:13][C:14]([NH:16][C:17]1[CH:22]=[CH:21][C:20]([O:23][C:24]2[CH:29]=[CH:28][N:27]=[C:26]([NH2:30])[CH:25]=2)=[C:19]([F:31])[CH:18]=1)=[O:15])C1C=CC=CC=1.[CH:34]1(N)[CH2:39][CH2:38][CH2:37][CH2:36][CH2:35]1. No catalyst specified. The product is [ClH:1].[NH2:30][C:26]1[CH:25]=[C:24]([O:23][C:20]2[CH:21]=[CH:22][C:17]([NH:16][C:14](=[O:15])[CH2:13][C:12]([NH:11][CH:34]3[CH2:39][CH2:38][CH2:37][CH2:36][CH2:35]3)=[O:32])=[CH:18][C:19]=2[F:31])[CH:29]=[CH:28][N:27]=1. The yield is 0.520. (3) The reactants are N1([NH:7][C:8]([O:10][CH2:11][C:12]2[CH:17]=[CH:16][CH:15]=[CH:14][CH:13]=2)=[O:9])CCNCC1.[CH3:18][N:19]([CH3:24])[CH2:20][C:21](O)=[O:22].Cl.C(N=C=NCCCN(C)C)C.O.ON1C2C=CC=CC=2N=N1.[CH2:48]([N:50](CC)[CH2:51][CH3:52])[CH3:49]. The catalyst is O1CCCC1. The product is [CH3:18][N:19]([CH3:24])[CH2:20][C:21]([N:50]1[CH2:51][CH2:52][N:7]([C:8]([O:10][CH2:11][C:12]2[CH:13]=[CH:14][CH:15]=[CH:16][CH:17]=2)=[O:9])[CH2:49][CH2:48]1)=[O:22]. The yield is 0.312. (4) The reactants are Cl[C:2]1[N:3]=[C:4]2[S:11][C:10]([CH3:12])=[CH:9][N:5]2[C:6](=[O:8])[CH:7]=1.[F:13][C:14]([F:23])([F:22])[C:15]1[CH:16]=[C:17]([OH:21])[CH:18]=[CH:19][CH:20]=1.C(=O)([O-])[O-].[K+].[K+]. The catalyst is CN(C)C=O. The product is [CH3:12][C:10]1[S:11][C:4]2=[N:3][C:2]([O:21][C:17]3[CH:18]=[CH:19][CH:20]=[C:15]([C:14]([F:13])([F:22])[F:23])[CH:16]=3)=[CH:7][C:6](=[O:8])[N:5]2[CH:9]=1. The yield is 0.610. (5) The reactants are [CH3:1][N:2]1[CH2:7][CH:6]=[C:5]([C:8]2[CH:9]=[CH:10][C:11]([N+:14]([O-])=O)=[N:12][CH:13]=2)[CH2:4][CH2:3]1. The catalyst is [Pd].CCO. The product is [CH3:1][N:2]1[CH2:7][CH2:6][CH:5]([C:8]2[CH:9]=[CH:10][C:11]([NH2:14])=[N:12][CH:13]=2)[CH2:4][CH2:3]1. The yield is 1.00. (6) The reactants are [CH2:1]([CH:3]1[NH:8][C:7]2[CH:9]=[CH:10][C:11]([N+:13]([O-:15])=[O:14])=[CH:12][C:6]=2[O:5][CH2:4]1)[CH3:2].O.[F:17][C:18]([F:22])([F:21])[CH:19]=O.[BH3-]C#N.[Na+]. No catalyst specified. The product is [CH2:1]([CH:3]1[N:8]([CH2:19][C:18]([F:22])([F:21])[F:17])[C:7]2[CH:9]=[CH:10][C:11]([N+:13]([O-:15])=[O:14])=[CH:12][C:6]=2[O:5][CH2:4]1)[CH3:2]. The yield is 0.360.